Dataset: Acute oral toxicity (LD50) regression data from Zhu et al.. Task: Regression/Classification. Given a drug SMILES string, predict its toxicity properties. Task type varies by dataset: regression for continuous values (e.g., LD50, hERG inhibition percentage) or binary classification for toxic/non-toxic outcomes (e.g., AMES mutagenicity, cardiotoxicity, hepatotoxicity). Dataset: ld50_zhu. (1) The molecule is O=C1C=CC(=NCl)C=C1. The rat oral LD50 is 3.15, given as -log10 of the dose in mol/kg body weight (higher means more acutely toxic). (2) The compound is COc1cccc(O)c1. The rat oral LD50 is 2.32, given as -log10 of the dose in mol/kg body weight (higher means more acutely toxic). (3) The molecule is c1cc[n+]2c(c1)-c1cccc[n+]1CC2. The rat oral LD50 is 2.90, given as -log10 of the dose in mol/kg body weight (higher means more acutely toxic). (4) The molecule is CNC(=O)Oc1cc(C)c(C)cc1Cl. The rat oral LD50 is 3.85, given as -log10 of the dose in mol/kg body weight (higher means more acutely toxic). (5) The compound is Nc1nccs1. The rat oral LD50 is 2.32, given as -log10 of the dose in mol/kg body weight (higher means more acutely toxic).